This data is from Forward reaction prediction with 1.9M reactions from USPTO patents (1976-2016). The task is: Predict the product of the given reaction. (1) Given the reactants [CH3:1][C:2]1[C:6]([C:7]2[N:11]([C:12]3[CH:17]=[CH:16][C:15]([O:18][CH3:19])=[CH:14][CH:13]=3)[N:10]=[C:9]([CH2:20][CH2:21][CH3:22])[C:8]=2/[CH:23]=[N:24]/[OH:25])=[C:5]([CH3:26])[O:4][N:3]=1.B(Br)(Br)Br.O, predict the reaction product. The product is: [CH3:1][C:2]1[C:6]([C:7]2[N:11]([C:12]3[CH:13]=[CH:14][C:15]([OH:18])=[CH:16][CH:17]=3)[N:10]=[C:9]([CH2:20][CH2:21][CH3:22])[C:8]=2[CH:23]=[N:24][OH:25])=[C:5]([CH3:26])[O:4][N:3]=1.[CH3:1][C:2]1[C:6]([C:7]2[N:11]([C:12]3[CH:13]=[CH:14][C:15]([O:18][CH3:19])=[CH:16][CH:17]=3)[N:10]=[C:9]([CH2:20][CH2:21][CH3:22])[C:8]=2[CH:23]=[N:24][OH:25])=[C:5]([CH3:26])[O:4][N:3]=1. (2) Given the reactants [CH2:1]([O:8][C:9]([N:11]1[CH2:16][CH2:15][CH:14]([S:17][C:18]2[CH:23]=[CH:22][C:21]([Br:24])=[CH:20][CH:19]=2)[CH2:13][CH2:12]1)=[O:10])[C:2]1[CH:7]=[CH:6][CH:5]=[CH:4][CH:3]=1.B1([O-])OO1.[OH2:29].[OH2:30].O.O.[Na+], predict the reaction product. The product is: [CH2:1]([O:8][C:9]([N:11]1[CH2:16][CH2:15][CH:14]([S:17]([C:18]2[CH:19]=[CH:20][C:21]([Br:24])=[CH:22][CH:23]=2)(=[O:30])=[O:29])[CH2:13][CH2:12]1)=[O:10])[C:2]1[CH:3]=[CH:4][CH:5]=[CH:6][CH:7]=1. (3) Given the reactants [ClH:1].Cl.[N+:3]([C:6]1[CH:18]=[CH:17][C:9]([CH2:10][N:11]2[CH2:16][CH2:15][NH:14][CH2:13][CH2:12]2)=[CH:8][CH:7]=1)([O-:5])=[O:4].Br[CH:20]([CH3:29])[C:21]([C:23]1[CH:28]=[CH:27][CH:26]=[CH:25][CH:24]=1)=[O:22].C([O-])([O-])=O.[K+].[K+], predict the reaction product. The product is: [ClH:1].[ClH:1].[N+:3]([C:6]1[CH:18]=[CH:17][C:9]([CH2:10][N:11]2[CH2:16][CH2:15][N:14]([CH:20]([C:21](=[O:22])[C:23]3[CH:28]=[CH:27][CH:26]=[CH:25][CH:24]=3)[CH3:29])[CH2:13][CH2:12]2)=[CH:8][CH:7]=1)([O-:5])=[O:4]. (4) Given the reactants [CH2:1]([O:3][C:4]([N:6]1[C:15]2[C:10](=[N:11][C:12]([O:16][CH3:17])=[CH:13][CH:14]=2)[C@@H:9]([NH:18][C:19]2[N:24]=[C:23]([CH2:25][C:26]3[CH:31]=[C:30]([C:32]([F:35])([F:34])[F:33])[CH:29]=[C:28]([C:36]([F:39])([F:38])[F:37])[CH:27]=3)[C:22]([OH:40])=[CH:21][N:20]=2)[CH2:8][C@H:7]1[CH2:41][CH3:42])=[O:5])[CH3:2].C(=O)([O-])[O-].[K+].[K+].Br[CH2:50][CH2:51][OH:52].C(O)(=O)CC(CC(O)=O)(C(O)=O)O, predict the reaction product. The product is: [CH2:1]([O:3][C:4]([N:6]1[C:15]2[C:10](=[N:11][C:12]([O:16][CH3:17])=[CH:13][CH:14]=2)[C@@H:9]([NH:18][C:19]2[N:24]=[C:23]([CH2:25][C:26]3[CH:31]=[C:30]([C:32]([F:35])([F:34])[F:33])[CH:29]=[C:28]([C:36]([F:38])([F:39])[F:37])[CH:27]=3)[C:22]([O:40][CH2:50][CH2:51][OH:52])=[CH:21][N:20]=2)[CH2:8][C@H:7]1[CH2:41][CH3:42])=[O:5])[CH3:2]. (5) Given the reactants [CH3:1][CH2:2][O:3][C:4]([C:6]1[NH:7][C:8]2[C:13]([CH:14]=1)=[CH:12][C:11]([C:15]([OH:17])=O)=[CH:10][CH:9]=2)=[O:5].F[B-](F)(F)F.N1(OC(N(C)C)=[N+](C)C)C2C=CC=CC=2N=N1.[CH:40]1([N:45]2[CH2:50][CH2:49][NH:48][CH2:47][CH2:46]2)[CH2:44][CH2:43][CH2:42][CH2:41]1.C(N(CC)C(C)C)(C)C, predict the reaction product. The product is: [CH2:2]([O:3][C:4]([C:6]1[NH:7][C:8]2[C:13]([CH:14]=1)=[CH:12][C:11]([C:15]([N:48]1[CH2:49][CH2:50][N:45]([CH:40]3[CH2:44][CH2:43][CH2:42][CH2:41]3)[CH2:46][CH2:47]1)=[O:17])=[CH:10][CH:9]=2)=[O:5])[CH3:1].